Dataset: Forward reaction prediction with 1.9M reactions from USPTO patents (1976-2016). Task: Predict the product of the given reaction. (1) Given the reactants [NH2:1][C:2]1[CH:22]=[CH:21][C:5]([O:6][C:7]2[CH:12]=[CH:11][N:10]=[C:9]([NH:13]CC3C=CC=CC=3)[CH:8]=2)=[C:4]([F:23])[CH:3]=1.[H][H], predict the reaction product. The product is: [NH2:1][C:2]1[CH:22]=[CH:21][C:5]([O:6][C:7]2[CH:12]=[CH:11][N:10]=[C:9]([NH2:13])[CH:8]=2)=[C:4]([F:23])[CH:3]=1. (2) Given the reactants Cl[C:2]1[C:7]([C:8]([F:11])([F:10])[F:9])=[CH:6][CH:5]=[CH:4][N:3]=1.[NH3:12], predict the reaction product. The product is: [F:9][C:8]([F:11])([F:10])[C:7]1[C:2]([NH2:12])=[N:3][CH:4]=[CH:5][CH:6]=1. (3) Given the reactants [F:1][C:2]1[CH:7]=[C:6]([F:8])[CH:5]=[CH:4][C:3]=1[C:9]1([C:12]([F:29])([F:28])[C:13]2[N:18]=[CH:17][C:16]([O:19][C:20]3[CH:27]=[CH:26][C:23]([C:24]#[N:25])=[CH:22][CH:21]=3)=[CH:15][CH:14]=2)[CH2:11][O:10]1.[N-:30]=[N+:31]=[N-:32].[Na+].C([O-])(O)=O.[Na+], predict the reaction product. The product is: [N:30]([CH2:11][C:9]([C:3]1[CH:4]=[CH:5][C:6]([F:8])=[CH:7][C:2]=1[F:1])([OH:10])[C:12]([C:13]1[N:18]=[CH:17][C:16]([O:19][C:20]2[CH:21]=[CH:22][C:23]([C:24]#[N:25])=[CH:26][CH:27]=2)=[CH:15][CH:14]=1)([F:29])[F:28])=[N+:31]=[N-:32].